This data is from Catalyst prediction with 721,799 reactions and 888 catalyst types from USPTO. The task is: Predict which catalyst facilitates the given reaction. Reactant: [C:1](=[O:53])(OC1C=CC([N+]([O-])=O)=CC=1)[O:2][CH2:3][C:4]1[CH:9]=[CH:8][C:7]([NH:10][C:11](=[O:42])[C@@H:12]([NH:20][C:21](=[O:41])[C@@H:22]([NH:26][C:27](=[O:40])[CH2:28][CH2:29][CH2:30][CH2:31][CH2:32][N:33]2[C:37](=[O:38])[CH:36]=[CH:35][C:34]2=[O:39])[CH:23]([CH3:25])[CH3:24])[CH2:13][CH2:14][CH2:15][NH:16][C:17]([NH2:19])=[O:18])=[CH:6][CH:5]=1.CN(C=O)C.[NH2:59][C:60]1[CH:65]=[CH:64][C:63]([CH2:66][OH:67])=[CH:62][CH:61]=1.ON1C2C=CC=CC=2N=N1.CCN(C(C)C)C(C)C. Product: [OH:67][CH2:66][C:63]1[CH:64]=[CH:65][C:60]([NH:59][C:1](=[O:53])[O:2][CH2:3][C:4]2[CH:9]=[CH:8][C:7]([NH:10][C:11](=[O:42])[C@@H:12]([NH:20][C:21](=[O:41])[C@@H:22]([NH:26][C:27](=[O:40])[CH2:28][CH2:29][CH2:30][CH2:31][CH2:32][N:33]3[C:34](=[O:39])[CH:35]=[CH:36][C:37]3=[O:38])[CH:23]([CH3:24])[CH3:25])[CH2:13][CH2:14][CH2:15][NH:16][C:17]([NH2:19])=[O:18])=[CH:6][CH:5]=2)=[CH:61][CH:62]=1. The catalyst class is: 27.